This data is from Reaction yield outcomes from USPTO patents with 853,638 reactions. The task is: Predict the reaction yield, written as a fraction of the theoretical maximum amount of product (1.0 means a 100% yield; for example, 0.34 means a 34% yield). (1) The reactants are CO[C:3](=[O:25])[C:4]1[CH:9]=[CH:8][C:7]([NH:10][CH2:11][C:12]2[C:13]([C:18]3[CH:23]=[CH:22][CH:21]=[C:20]([F:24])[CH:19]=3)=[N:14][O:15][C:16]=2[CH3:17])=[N:6][CH:5]=1.[CH:26]([NH2:29])([CH3:28])[CH3:27]. No catalyst specified. The product is [F:24][C:20]1[CH:19]=[C:18]([C:13]2[C:12]([CH2:11][NH:10][C:7]3[CH:8]=[CH:9][C:4]([C:3]([NH:29][CH:26]([CH3:28])[CH3:27])=[O:25])=[CH:5][N:6]=3)=[C:16]([CH3:17])[O:15][N:14]=2)[CH:23]=[CH:22][CH:21]=1. The yield is 0.330. (2) The reactants are [F:1][C:2]1[C:7]([F:8])=[CH:6][C:5]([C:9]2([CH2:25]O)[C:17]3[C:12](=[CH:13][CH:14]=[CH:15][CH:16]=3)[N:11]([CH2:18][C:19]([O:21][CH2:22][CH3:23])=[O:20])[C:10]2=[O:24])=[C:4]([OH:27])[CH:3]=1.ClC1C=CC(Cl)=C2C=1C(C1C(O)=CC3OCOC=3C=1)(CO)C(=O)N2CCCCC. No catalyst specified. The product is [F:8][C:7]1[C:2]([F:1])=[CH:3][C:4]2[O:27][CH2:25][C:9]3([C:17]4[C:12](=[CH:13][CH:14]=[CH:15][CH:16]=4)[N:11]([CH2:18][C:19]([O:21][CH2:22][CH3:23])=[O:20])[C:10]3=[O:24])[C:5]=2[CH:6]=1. The yield is 0.460. (3) The reactants are [F:1][CH:2]([F:30])[O:3][C:4]1[CH:5]=[C:6]([NH:10][C:11]2[C:20]3[C:15](=[CH:16][CH:17]=[C:18]([N+:21]([O-])=O)[CH:19]=3)[N:14]=[C:13]([C:24]3[CH:29]=[N:28][CH:27]=[CH:26][N:25]=3)[N:12]=2)[CH:7]=[CH:8][CH:9]=1.[NH4+].[Cl-]. The catalyst is CO.O.[Fe]. The product is [F:30][CH:2]([F:1])[O:3][C:4]1[CH:5]=[C:6]([NH:10][C:11]2[C:20]3[C:15](=[CH:16][CH:17]=[C:18]([NH2:21])[CH:19]=3)[N:14]=[C:13]([C:24]3[CH:29]=[N:28][CH:27]=[CH:26][N:25]=3)[N:12]=2)[CH:7]=[CH:8][CH:9]=1. The yield is 0.875. (4) The reactants are C1C2C3C=CC(C2C=C1)C3.[C:11]1(=O)[O:16][C:14](=O)[C:13]2=[CH:17][CH:18]=[CH:19][CH:20]=C12.C1C=CC=CC=1.[CH:28]([OH:31])([CH3:30])[CH3:29]. The yield is 0.940. No catalyst specified. The product is [CH2:20]1[CH:19]2[CH:29]3[O:31][CH:28]3[CH:30]1[CH:17]1[CH:18]2[CH:11]2[O:16][CH:14]2[CH2:13]1. (5) The reactants are [F:1][C:2]1[C:3](I)=[CH:4][C:5]2[C:10]([CH:11]=1)=[CH:9][C:8]([O:12][CH3:13])=[CH:7][CH:6]=2.[C:15]([C:18]1[CH:23]=[CH:22][C:21](B(O)O)=[C:20]([Cl:27])[CH:19]=1)([OH:17])=[O:16]. No catalyst specified. The product is [Cl:27][C:20]1[CH:19]=[C:18]([CH:23]=[CH:22][C:21]=1[C:3]1[C:2]([F:1])=[CH:11][C:10]2[C:5](=[CH:6][CH:7]=[C:8]([O:12][CH3:13])[CH:9]=2)[CH:4]=1)[C:15]([OH:17])=[O:16]. The yield is 0.700. (6) The reactants are [CH3:1][C:2]1[CH:3]=[C:4]2[C:12]3=[C:13]([O:15][CH2:16][CH:17]([C:18]4[CH:23]=[CH:22][CH:21]=[CH:20][CH:19]=4)[N:11]3[C:10]3[CH:9]=[CH:8][CH:7]=[C:6]([O:24][CH2:25][C:26]#[N:27])[C:5]2=3)[CH:14]=1. The catalyst is C1COCC1. The product is [CH3:1][C:2]1[CH:3]=[C:4]2[C:12]3=[C:13]([O:15][CH2:16][CH:17]([C:18]4[CH:23]=[CH:22][CH:21]=[CH:20][CH:19]=4)[N:11]3[C:10]3[CH:9]=[CH:8][CH:7]=[C:6]([O:24][CH2:25][CH2:26][NH2:27])[C:5]2=3)[CH:14]=1. The yield is 0.670.